Predict the reactants needed to synthesize the given product. From a dataset of Full USPTO retrosynthesis dataset with 1.9M reactions from patents (1976-2016). (1) Given the product [F:1][C:2]1[CH:3]=[C:4]([CH:5]=[CH:17][N+:14]([O-:16])=[O:15])[CH:7]=[CH:8][C:9]=1[C:10]([F:13])([F:12])[F:11], predict the reactants needed to synthesize it. The reactants are: [F:1][C:2]1[CH:3]=[C:4]([CH:7]=[CH:8][C:9]=1[C:10]([F:13])([F:12])[F:11])[CH:5]=O.[N+:14]([CH3:17])([O-:16])=[O:15].[OH-].[Na+]. (2) Given the product [ClH:32].[ClH:32].[NH:23]1[C:19]([C:14]2[C:13]([CH2:12][O:11][C:8]3[C:5]([CH:6]=[O:7])=[CH:4][C:3]([O:2][CH3:1])=[N:10][CH:9]=3)=[CH:18][CH:17]=[CH:16][N:15]=2)=[CH:20][CH:21]=[N:22]1, predict the reactants needed to synthesize it. The reactants are: [CH3:1][O:2][C:3]1[CH:4]=[C:5]([C:8]([O:11][CH2:12][C:13]2[C:14]([C:19]3[N:23](COCC[Si](C)(C)C)[N:22]=[CH:21][CH:20]=3)=[N:15][CH:16]=[CH:17][CH:18]=2)=[CH:9][N:10]=1)[CH:6]=[O:7].[ClH:32].